Dataset: Forward reaction prediction with 1.9M reactions from USPTO patents (1976-2016). Task: Predict the product of the given reaction. (1) Given the reactants [C:1]([O:5][C:6](=[O:15])[NH:7][C:8]1[CH:13]=[CH:12][CH:11]=[CH:10][C:9]=1[NH2:14])([CH3:4])([CH3:3])[CH3:2].C(N(CC)C(C)C)(C)C.CN(C(ON1N=NC2C=CC=NC1=2)=[N+](C)C)C.F[P-](F)(F)(F)(F)F.[OH:49][CH2:50][C:51]1[N:56]=[CH:55][C:54]([C:57](O)=[O:58])=[CH:53][CH:52]=1, predict the reaction product. The product is: [C:1]([O:5][C:6]([NH:7][C:8]1[CH:13]=[CH:12][CH:11]=[CH:10][C:9]=1[NH:14][C:57]([C:54]1[CH:55]=[N:56][C:51]([CH2:50][OH:49])=[CH:52][CH:53]=1)=[O:58])=[O:15])([CH3:4])([CH3:2])[CH3:3]. (2) The product is: [CH3:8][C:6]1([CH3:7])[C:2]([CH3:18])([CH3:1])[O:3][B:4]([C:9]2[CH:10]=[C:11]3[CH:17]=[CH:16][N:15]([CH2:22][O:23][CH2:24][CH2:25][Si:26]([CH3:29])([CH3:28])[CH3:27])[C:12]3=[N:13][CH:14]=2)[O:5]1. Given the reactants [CH3:1][C:2]1([CH3:18])[C:6]([CH3:8])([CH3:7])[O:5][B:4]([C:9]2[CH:10]=[C:11]3[CH:17]=[CH:16][NH:15][C:12]3=[N:13][CH:14]=2)[O:3]1.[H-].[Na+].Cl[CH2:22][O:23][CH2:24][CH2:25][Si:26]([CH3:29])([CH3:28])[CH3:27].Cl, predict the reaction product. (3) Given the reactants [CH2:1]([O:4][NH:5][C@H:6]1[CH2:11][NH:10][C@@H:9]([C:12]([NH2:14])=[O:13])[CH:8]=[C:7]1[CH3:15])[CH:2]=[CH2:3].C(N(CC)C(C)C)(C)C.Cl[C:26](Cl)([O:28]C(=O)OC(Cl)(Cl)Cl)Cl, predict the reaction product. The product is: [CH2:1]([O:4][N:5]1[C:26](=[O:28])[N:10]2[CH2:11][C@H:6]1[C:7]([CH3:15])=[CH:8][C@H:9]2[C:12]([NH2:14])=[O:13])[CH:2]=[CH2:3]. (4) Given the reactants [Br:1][C:2]1[CH:3]=[C:4]([C:8]([F:32])([F:31])[CH2:9][CH2:10][C:11]([NH:13][N:14]([CH2:20][C:21]2[CH:26]=[CH:25][C:24]([C:27]([CH3:30])([CH3:29])[CH3:28])=[CH:23][CH:22]=2)[C:15]([NH:17][CH2:18][CH3:19])=[O:16])=O)[CH:5]=[CH:6][CH:7]=1.C12(CS(O)(=O)=O)C(C)(C)C(CC1)CC2=O, predict the reaction product. The product is: [Br:1][C:2]1[CH:3]=[C:4]([C:8]([F:32])([F:31])[CH2:9][CH2:10][C:11]2[N:17]([CH2:18][CH3:19])[C:15](=[O:16])[N:14]([CH2:20][C:21]3[CH:26]=[CH:25][C:24]([C:27]([CH3:30])([CH3:29])[CH3:28])=[CH:23][CH:22]=3)[N:13]=2)[CH:5]=[CH:6][CH:7]=1. (5) Given the reactants [Cl:1][C:2]1[N:3]=[CH:4][C:5]2[CH:10]=[C:9]([C:11]3[CH:16]=[CH:15][C:14](C)=[CH:13][C:12]=3[Cl:18])[N:8]([CH2:19][C@@H:20]3[CH2:25][CH2:24][CH2:23][N:22]([C:26]([O:28][C:29]([CH3:32])([CH3:31])[CH3:30])=[O:27])[CH2:21]3)[C:6]=2[N:7]=1.[Cl:33]C1C=C(Cl)C=CC=1C#C[Si](C)(C)C, predict the reaction product. The product is: [Cl:1][C:2]1[N:3]=[CH:4][C:5]2[CH:10]=[C:9]([C:11]3[CH:16]=[CH:15][C:14]([Cl:33])=[CH:13][C:12]=3[Cl:18])[N:8]([CH2:19][C@@H:20]3[CH2:25][CH2:24][CH2:23][N:22]([C:26]([O:28][C:29]([CH3:30])([CH3:31])[CH3:32])=[O:27])[CH2:21]3)[C:6]=2[N:7]=1.